From a dataset of Full USPTO retrosynthesis dataset with 1.9M reactions from patents (1976-2016). Predict the reactants needed to synthesize the given product. (1) Given the product [CH3:1][O:2][C:3]([C:5]1[C:6]([O:13][CH3:12])=[N:7][CH:8]=[CH:9][CH:10]=1)=[O:4], predict the reactants needed to synthesize it. The reactants are: [CH3:1][O:2][C:3]([C:5]1[C:6](Cl)=[N:7][CH:8]=[CH:9][CH:10]=1)=[O:4].[CH3:12][OH:13].C[O-].[Na+]. (2) Given the product [C:1]([O:5][C:6]([N:8]1[CH2:13][CH2:12][CH:11]([C:14]2[NH:15][C:16]3[C:21]([CH:22]=2)=[CH:20][C:19]([CH2:23][N:32]2[CH2:33][CH2:34][S:29](=[O:35])(=[O:28])[CH2:30][CH2:31]2)=[CH:18][C:17]=3[N+:25]([O-:27])=[O:26])[CH2:10][CH2:9]1)=[O:7])([CH3:3])([CH3:4])[CH3:2], predict the reactants needed to synthesize it. The reactants are: [C:1]([O:5][C:6]([N:8]1[CH2:13][CH2:12][CH:11]([C:14]2[NH:15][C:16]3[C:21]([CH:22]=2)=[CH:20][C:19]([CH2:23]O)=[CH:18][C:17]=3[N+:25]([O-:27])=[O:26])[CH2:10][CH2:9]1)=[O:7])([CH3:4])([CH3:3])[CH3:2].[O:28]=[S:29]1(=[O:35])[CH2:34][CH2:33][NH:32][CH2:31][CH2:30]1.C1(P(C2C=CC=CC=2)C2C=CC=CC=2)C=CC=CC=1.II.C(=O)(O)[O-].[Na+]. (3) Given the product [Cl:11][CH2:12][C:13]1[N:6]=[C:4]([C:3]2[CH:7]=[CH:8][CH:9]=[CH:10][C:2]=2[F:1])[O:5][CH:15]=1, predict the reactants needed to synthesize it. The reactants are: [F:1][C:2]1[CH:10]=[CH:9][CH:8]=[CH:7][C:3]=1[C:4]([NH2:6])=[O:5].[Cl:11][CH2:12][C:13]([CH2:15]Cl)=O. (4) Given the product [Cl:1][C:2]1[CH:10]=[CH:9][C:8]2[N:7](/[CH:33]=[C:34](/[C:36]3[S:37][CH:38]=[CH:39][N:40]=3)\[CH3:35])[C:6]3[CH2:11][CH2:12][N:13]([CH3:15])[CH2:14][C:5]=3[C:4]=2[CH:3]=1, predict the reactants needed to synthesize it. The reactants are: [Cl:1][C:2]1[CH:10]=[CH:9][C:8]2[NH:7][C:6]3[CH2:11][CH2:12][N:13]([CH3:15])[CH2:14][C:5]=3[C:4]=2[CH:3]=1.P([O-])([O-])([O-])=O.[K+].[K+].[K+].N1CCC[C@H]1C(O)=O.Br[CH:33]=[C:34]([C:36]1[S:37][CH:38]=[CH:39][N:40]=1)[CH3:35]. (5) The reactants are: Cl.[N:2]1[CH2:3][CH2:4][CH2:5][C:6]=1[NH2:7].[F:8][C:9]([F:20])([F:19])[C:10](=O)[CH:11]([CH3:17])[C:12](OCC)=[O:13].C[O-].[Na+]. Given the product [CH3:17][C:11]1[C:12](=[O:13])[N:2]2[CH2:3][CH2:4][CH2:5][C:6]2=[N:7][C:10]=1[C:9]([F:20])([F:19])[F:8], predict the reactants needed to synthesize it. (6) Given the product [N:16]([C@H:19]([C@H:27]1[O:28][C:29](=[O:35])[C@H:30]([CH:32]([CH3:34])[CH3:33])[CH2:31]1)[CH2:20][C@H:21]([CH:22]([OH:23])[C:2]1[CH:7]=[C:6]([O:8][CH2:9][CH2:10][CH2:11][O:12][CH3:13])[CH:5]=[C:4]([O:14][CH3:15])[CH:3]=1)[CH:24]([CH3:26])[CH3:25])=[N+:17]=[N-:18], predict the reactants needed to synthesize it. The reactants are: Br[C:2]1[CH:7]=[C:6]([O:8][CH2:9][CH2:10][CH2:11][O:12][CH3:13])[CH:5]=[C:4]([O:14][CH3:15])[CH:3]=1.[N:16]([C@H:19]([C@@H:27]1[CH2:31][C@@H:30]([CH:32]([CH3:34])[CH3:33])[C:29](=[O:35])[O:28]1)[CH2:20][C@@H:21]([CH:24]([CH3:26])[CH3:25])[CH:22]=[O:23])=[N+:17]=[N-:18].CN1CCOCC1. (7) Given the product [CH:1]([N:14]1[CH2:19][CH2:18][N:17]([C:20](=[O:36])[CH2:21][C:22]2[C:31]([CH:32]3[CH2:34][CH2:33]3)=[CH:30][C:25]([C:26]([OH:28])=[O:27])=[C:24]([F:35])[CH:23]=2)[CH2:16][CH2:15]1)([C:8]1[CH:13]=[CH:12][CH:11]=[CH:10][CH:9]=1)[C:2]1[CH:3]=[CH:4][CH:5]=[CH:6][CH:7]=1, predict the reactants needed to synthesize it. The reactants are: [CH:1]([N:14]1[CH2:19][CH2:18][N:17]([C:20](=[O:36])[CH2:21][C:22]2[C:31]([CH:32]3[CH2:34][CH2:33]3)=[CH:30][C:25]([C:26]([O:28]C)=[O:27])=[C:24]([F:35])[CH:23]=2)[CH2:16][CH2:15]1)([C:8]1[CH:13]=[CH:12][CH:11]=[CH:10][CH:9]=1)[C:2]1[CH:7]=[CH:6][CH:5]=[CH:4][CH:3]=1.Cl. (8) Given the product [C:1]([C:5]1[CH:6]=[C:7]([NH:16][C:17]([NH:19][C:20]2[C:29]3[C:24](=[CH:25][CH:26]=[CH:27][CH:28]=3)[C:23]([O:30][C:31]3[CH:36]=[CH:35][N:34]=[C:33]([NH:37][C:38]4[CH:39]=[CH:40][CH:41]=[CH:42][CH:43]=4)[N:32]=3)=[CH:22][CH:21]=2)=[O:18])[C:8]([O:14][CH3:15])=[C:9]([CH:13]=1)[C:10]([NH:48][CH:46]1[CH2:47][O:44][CH2:45]1)=[O:12])([CH3:4])([CH3:3])[CH3:2], predict the reactants needed to synthesize it. The reactants are: [C:1]([C:5]1[CH:6]=[C:7]([NH:16][C:17]([NH:19][C:20]2[C:29]3[C:24](=[CH:25][CH:26]=[CH:27][CH:28]=3)[C:23]([O:30][C:31]3[CH:36]=[CH:35][N:34]=[C:33]([NH:37][C:38]4[CH:43]=[CH:42][CH:41]=[CH:40][CH:39]=4)[N:32]=3)=[CH:22][CH:21]=2)=[O:18])[C:8]([O:14][CH3:15])=[C:9]([CH:13]=1)[C:10]([OH:12])=O)([CH3:4])([CH3:3])[CH3:2].[O:44]1[CH2:47][CH:46]([NH2:48])[CH2:45]1.C(N(CC)CC)C.C(P1(=O)OP(CCC)(=O)OP(CCC)(=O)O1)CC.CCOC(C)=O.